Dataset: Catalyst prediction with 721,799 reactions and 888 catalyst types from USPTO. Task: Predict which catalyst facilitates the given reaction. (1) Reactant: [NH2:1][CH2:2][CH2:3][CH2:4][CH2:5][C@H:6]([N:9]([CH2:21][CH:22]([CH3:24])[CH3:23])[S:10]([C:13]1[CH:18]=[CH:17][C:16]([C:19]#[N:20])=[CH:15][CH:14]=1)(=[O:12])=[O:11])[CH2:7][OH:8].F[P-](F)(F)(F)(F)F.N1(O[P+](N(C)C)(N(C)C)N(C)C)C2C=CC=CC=2N=N1.C(N(CC)CC)C.[CH3:59][O:60][C:61]([NH:63][C@@H:64]([CH:68]([C:75]1[CH:80]=[CH:79][CH:78]=[CH:77][CH:76]=1)[C:69]1[CH:74]=[CH:73][CH:72]=[CH:71][CH:70]=1)[C:65](O)=[O:66])=[O:62]. Product: [CH3:59][O:60][C:61](=[O:62])[NH:63][C@H:64]([C:65](=[O:66])[NH:1][CH2:2][CH2:3][CH2:4][CH2:5][C@H:6]([N:9]([S:10]([C:13]1[CH:14]=[CH:15][C:16]([C:19]#[N:20])=[CH:17][CH:18]=1)(=[O:12])=[O:11])[CH2:21][CH:22]([CH3:24])[CH3:23])[CH2:7][OH:8])[CH:68]([C:75]1[CH:80]=[CH:79][CH:78]=[CH:77][CH:76]=1)[C:69]1[CH:74]=[CH:73][CH:72]=[CH:71][CH:70]=1. The catalyst class is: 2. (2) Reactant: [C:1](/[C:3](=[CH:11]\[C:12]1[CH:17]=[CH:16][CH:15]=[C:14]([NH:18][C:19]2[C:27]3[C:22](=[N:23][CH:24]=[CH:25][C:26]=3[O:28][C:29]3[CH:34]=[CH:33][C:32]([O:35][C:36]4[CH:41]=[CH:40][CH:39]=[CH:38][CH:37]=4)=[CH:31][CH:30]=3)[N:21]([CH2:42][C:43]3[CH:48]=[CH:47][C:46]([O:49][CH3:50])=[CH:45][CH:44]=3)[N:20]=2)[CH:13]=1)/[C:4]([O:6]C(C)(C)C)=[O:5])#[N:2]. Product: [C:1](/[C:3](=[CH:11]\[C:12]1[CH:17]=[CH:16][CH:15]=[C:14]([NH:18][C:19]2[C:27]3[C:22](=[N:23][CH:24]=[CH:25][C:26]=3[O:28][C:29]3[CH:34]=[CH:33][C:32]([O:35][C:36]4[CH:41]=[CH:40][CH:39]=[CH:38][CH:37]=4)=[CH:31][CH:30]=3)[N:21]([CH2:42][C:43]3[CH:44]=[CH:45][C:46]([O:49][CH3:50])=[CH:47][CH:48]=3)[N:20]=2)[CH:13]=1)/[C:4]([OH:6])=[O:5])#[N:2]. The catalyst class is: 67. (3) Reactant: [C:1]([C:4]1[CH:9]=[CH:8][C:7]([C@@H:10]([N:12]2[CH2:17][CH2:16][C@:15]([CH2:24][CH2:25][CH2:26][OH:27])([C:18]3[CH:23]=[CH:22][CH:21]=[CH:20][CH:19]=3)[O:14][C:13]2=[O:28])[CH3:11])=[CH:6][CH:5]=1)(=[O:3])[CH3:2].[CH3:29][Mg]Br. Product: [OH:3][C:1]([C:4]1[CH:5]=[CH:6][C:7]([C@@H:10]([N:12]2[CH2:17][CH2:16][C@:15]([CH2:24][CH2:25][CH2:26][OH:27])([C:18]3[CH:23]=[CH:22][CH:21]=[CH:20][CH:19]=3)[O:14][C:13]2=[O:28])[CH3:11])=[CH:8][CH:9]=1)([CH3:29])[CH3:2]. The catalyst class is: 1. (4) Reactant: [C:1]([O:5][C:6]([N:8]1[CH2:13][CH2:12][C@@H:11]([NH:14][C:15]2[CH:20]=[C:19]([F:21])[CH:18]=[CH:17][C:16]=2[NH2:22])[C@H:10]([O:23][C:24](=[O:26])[CH3:25])[CH2:9]1)=[O:7])([CH3:4])([CH3:3])[CH3:2].O.[N:28]#[C:29]Br. Product: [C:1]([O:5][C:6]([N:8]1[CH2:13][CH2:12][C@@H:11]([N:14]2[C:15]3[CH:20]=[C:19]([F:21])[CH:18]=[CH:17][C:16]=3[N:22]=[C:29]2[NH2:28])[C@H:10]([O:23][C:24](=[O:26])[CH3:25])[CH2:9]1)=[O:7])([CH3:4])([CH3:2])[CH3:3]. The catalyst class is: 23. (5) Reactant: Cl[CH2:2][C:3](=[O:5])[CH3:4].C(=O)([O-])[O-].[K+].[K+].[CH3:12][S:13][C:14]1[CH:19]=[CH:18][C:17]([OH:20])=[CH:16][CH:15]=1. Product: [CH3:12][S:13][C:14]1[CH:19]=[CH:18][C:17]([O:20][CH2:2][C:3](=[O:5])[CH3:4])=[CH:16][CH:15]=1. The catalyst class is: 21. (6) Reactant: Cl[C:2]1[N:6]([CH3:7])[N:5]=[C:4]([CH:8]([F:10])[F:9])[C:3]=1[S:11]([C:14]([CH:17]1[CH2:22][CH2:21][N:20]([C:23]([O:25][C:26]([CH3:29])([CH3:28])[CH3:27])=[O:24])[CH2:19][CH2:18]1)([F:16])[CH3:15])(=[O:13])=[O:12].[Li]CCCC. Product: [F:10][CH:8]([F:9])[C:4]1[C:3]([S:11]([C:14]([CH:17]2[CH2:22][CH2:21][N:20]([C:23]([O:25][C:26]([CH3:28])([CH3:27])[CH3:29])=[O:24])[CH2:19][CH2:18]2)([F:16])[CH3:15])(=[O:12])=[O:13])=[CH:2][N:6]([CH3:7])[N:5]=1. The catalyst class is: 1. (7) Reactant: Cl[C:2]1[N:7]2[CH:8]=[CH:9][N:10]=[C:6]2[CH:5]=[C:4]([C:11]2[CH:16]=[CH:15][C:14]([Cl:17])=[CH:13][C:12]=2[Cl:18])[N:3]=1.FC(F)(F)C(O)=O.[NH2:26][C:27]1[N:28]=[C:29]([NH:34][CH2:35][CH2:36][NH2:37])[S:30][C:31]=1[C:32]#[N:33].CCN(C(C)C)C(C)C.Cl. Product: [NH2:26][C:27]1[N:28]=[C:29]([NH:34][CH2:35][CH2:36][NH:37][C:2]2[N:7]3[CH:8]=[CH:9][N:10]=[C:6]3[CH:5]=[C:4]([C:11]3[CH:16]=[CH:15][C:14]([Cl:17])=[CH:13][C:12]=3[Cl:18])[N:3]=2)[S:30][C:31]=1[C:32]#[N:33]. The catalyst class is: 374.